From a dataset of Ames mutagenicity test results for genotoxicity prediction. Regression/Classification. Given a drug SMILES string, predict its toxicity properties. Task type varies by dataset: regression for continuous values (e.g., LD50, hERG inhibition percentage) or binary classification for toxic/non-toxic outcomes (e.g., AMES mutagenicity, cardiotoxicity, hepatotoxicity). Dataset: ames. The compound is Cc1cc(-c2ccc(N=Nc3c(N)c(C)cc(S(=O)(=O)O)c3N)c(C)c2)ccc1N=Nc1ccc(O)c(C(=O)O)c1. The result is 1 (mutagenic).